From a dataset of Full USPTO retrosynthesis dataset with 1.9M reactions from patents (1976-2016). Predict the reactants needed to synthesize the given product. (1) Given the product [F:1][C:2]([F:10])([F:9])[CH2:3][CH2:4][S:5]([O:30][C:27]1[CH:28]=[CH:29][C:24]([C:23]2[N:19]([C:13]3[CH:14]=[CH:15][C:16]([Cl:18])=[CH:17][C:12]=3[Cl:11])[N:20]=[C:21]([C:32]([NH:34][CH:35]3[CH2:40][CH2:39][CH2:38][CH:37]([NH:41][C:42]([O:43][C:44]([CH3:46])([CH3:45])[CH3:47])=[O:48])[CH2:36]3)=[O:33])[C:22]=2[CH3:31])=[CH:25][CH:26]=1)(=[O:7])=[O:6], predict the reactants needed to synthesize it. The reactants are: [F:1][C:2]([F:10])([F:9])[CH2:3][CH2:4][S:5](Cl)(=[O:7])=[O:6].[Cl:11][C:12]1[CH:17]=[C:16]([Cl:18])[CH:15]=[CH:14][C:13]=1[N:19]1[C:23]([C:24]2[CH:29]=[CH:28][C:27]([OH:30])=[CH:26][CH:25]=2)=[C:22]([CH3:31])[C:21]([C:32]([NH:34][CH:35]2[CH2:40][CH2:39][CH2:38][CH:37]([NH:41][C:42](=[O:48])[O:43][C:44]([CH3:47])([CH3:46])[CH3:45])[CH2:36]2)=[O:33])=[N:20]1.O. (2) Given the product [ClH:45].[ClH:45].[F:44][C:2]([F:1])([F:43])[C@H:3]([N:30]1[CH2:34][CH2:33][C@H:32]([NH2:35])[CH2:31]1)[C:4]1[CH:5]=[CH:6][C:7]2[N:8]([C:10]([C:13]3[CH:22]=[CH:21][C:20]4[C:15](=[C:16]([O:24][C@H:25]([CH3:29])[CH2:26][O:27][CH3:28])[CH:17]=[C:18]([F:23])[CH:19]=4)[N:14]=3)=[N:11][N:12]=2)[CH:9]=1, predict the reactants needed to synthesize it. The reactants are: [F:1][C:2]([F:44])([F:43])[C@H:3]([N:30]1[CH2:34][CH2:33][C@H:32]([NH:35]C(=O)OC(C)(C)C)[CH2:31]1)[C:4]1[CH:5]=[CH:6][C:7]2[N:8]([C:10]([C:13]3[CH:22]=[CH:21][C:20]4[C:15](=[C:16]([O:24][C@H:25]([CH3:29])[CH2:26][O:27][CH3:28])[CH:17]=[C:18]([F:23])[CH:19]=4)[N:14]=3)=[N:11][N:12]=2)[CH:9]=1.[ClH:45]. (3) Given the product [CH3:11][O:12][C:13]([CH:15]1[CH2:20][C:19](=[O:21])[CH2:18][CH2:17][N:16]1[C:22]([O:24][C:25]([CH3:28])([CH3:27])[CH3:26])=[O:23])=[O:14], predict the reactants needed to synthesize it. The reactants are: C(Cl)(=O)C(Cl)=O.CS(C)=O.[CH3:11][O:12][C:13]([CH:15]1[CH2:20][CH:19]([OH:21])[CH2:18][CH2:17][N:16]1[C:22]([O:24][C:25]([CH3:28])([CH3:27])[CH3:26])=[O:23])=[O:14].OS([O-])(=O)=O.[Na+]. (4) Given the product [Cl:4][C:2]1[C:1](=[O:5])[O:7][C:8]([CH3:11])=[C:9]([Cl:12])[N:10]=1, predict the reactants needed to synthesize it. The reactants are: [C:1](Cl)(=[O:5])[C:2]([Cl:4])=O.[OH:7][CH:8]([CH3:11])[C:9]#[N:10].[ClH:12].C(N(CC)CC)C.CCOCC. (5) Given the product [CH3:34][C:24]1[CH:29]=[CH:28][C:27]([S:30]([NH:1][C:2]2[CH:3]=[CH:4][C:5]([NH:8][C:9]([NH:11][C:12]3[CH:13]=[CH:14][CH:15]=[CH:16][CH:17]=3)=[O:10])=[CH:6][CH:7]=2)(=[O:32])=[O:31])=[CH:26][CH:25]=1, predict the reactants needed to synthesize it. The reactants are: [NH2:1][C:2]1[CH:7]=[CH:6][C:5]([NH:8][C:9]([NH:11][C:12]2[CH:17]=[CH:16][CH:15]=[CH:14][CH:13]=2)=[O:10])=[CH:4][CH:3]=1.N1C=CC=CC=1.[C:24]1([CH3:34])[CH:29]=[CH:28][C:27]([S:30](Cl)(=[O:32])=[O:31])=[CH:26][CH:25]=1.